From a dataset of Forward reaction prediction with 1.9M reactions from USPTO patents (1976-2016). Predict the product of the given reaction. (1) Given the reactants C(Cl)(=O)C(Cl)=O.[Cl:7][C:8]1[C:16]([F:17])=[CH:15][C:11]([C:12]([OH:14])=O)=[C:10]([F:18])[CH:9]=1.C(=O)([O-])[O-].[K+].[K+].[CH:25]1([C@H:28]([NH2:30])[CH3:29])[CH2:27][CH2:26]1, predict the reaction product. The product is: [Cl:7][C:8]1[C:16]([F:17])=[CH:15][C:11]([C:12]([NH:30][C@@H:28]([CH:25]2[CH2:27][CH2:26]2)[CH3:29])=[O:14])=[C:10]([F:18])[CH:9]=1. (2) Given the reactants [N:1]1[C:10]2[C:5](=[CH:6][CH:7]=[N:8][C:9]=2[NH2:11])[CH:4]=[CH:3][CH:2]=1.[C:12]1([CH3:25])[CH:17]=[C:16]([CH3:18])[CH:15]=[C:14]([CH3:19])[C:13]=1[S:20]([O:23][NH2:24])(=[O:22])=[O:21], predict the reaction product. The product is: [NH:11]=[C:9]1[C:10]2[N:1]=[CH:2][CH:3]=[CH:4][C:5]=2[CH:6]=[CH:7][N:8]1[NH2:24].[CH3:19][C:14]1[CH:15]=[C:16]([CH3:18])[CH:17]=[C:12]([CH3:25])[C:13]=1[S:20]([O-:23])(=[O:22])=[O:21]. (3) Given the reactants [Si:1](Cl)([C:4]([CH3:7])([CH3:6])[CH3:5])([CH3:3])[CH3:2].[OH:9][CH:10]1[C:15]([CH3:17])([CH3:16])[CH2:14][CH2:13][C:12](=[O:18])[CH2:11]1.N1C=CN=C1, predict the reaction product. The product is: [Si:1]([O:9][CH:10]1[C:15]([CH3:17])([CH3:16])[CH2:14][CH2:13][C:12](=[O:18])[CH2:11]1)([C:4]([CH3:7])([CH3:6])[CH3:5])([CH3:3])[CH3:2]. (4) Given the reactants [NH2:1][C:2]1[CH:3]=[C:4]([OH:12])[C:5](=[CH:10][CH:11]=1)[C:6]([O:8][CH3:9])=[O:7].[Br:13][C:14]1[S:18][C:17]([S:19](Cl)(=[O:21])=[O:20])=[CH:16][CH:15]=1, predict the reaction product. The product is: [Br:13][C:14]1[S:18][C:17]([S:19]([NH:1][C:2]2[CH:11]=[CH:10][C:5]([C:6]([O:8][CH3:9])=[O:7])=[C:4]([OH:12])[CH:3]=2)(=[O:21])=[O:20])=[CH:16][CH:15]=1. (5) Given the reactants [Cl:1][C:2]1[S:6][C:5]2[CH:7]=[CH:8][C:9]3[C:14]([C:4]=2[CH:3]=1)=[CH:13][C:12]([CH2:15][C:16]([CH3:19])([OH:18])[CH3:17])=[CH:11][CH:10]=3.[H-].[Na+].[Si:22](Cl)([C:25]([CH3:28])([CH3:27])[CH3:26])([CH3:24])[CH3:23], predict the reaction product. The product is: [C:25]([Si:22]([O:18][C:16]([CH3:19])([CH3:17])[CH2:15][C:12]1[CH:13]=[C:14]2[C:9]([CH:8]=[CH:7][C:5]3[S:6][C:2]([Cl:1])=[CH:3][C:4]=32)=[CH:10][CH:11]=1)([CH3:24])[CH3:23])([CH3:28])([CH3:27])[CH3:26]. (6) Given the reactants [Br:1][C:2]1[CH:3]=[C:4]([CH2:7][OH:8])[S:5][CH:6]=1.C(Cl)Cl.N1C=CN=C1.[CH:17]([Si:20](Cl)([CH:24]([CH3:26])[CH3:25])[CH:21]([CH3:23])[CH3:22])([CH3:19])[CH3:18], predict the reaction product. The product is: [Br:1][C:2]1[CH:3]=[C:4]([CH2:7][O:8][Si:20]([CH:24]([CH3:26])[CH3:25])([CH:21]([CH3:23])[CH3:22])[CH:17]([CH3:19])[CH3:18])[S:5][CH:6]=1. (7) Given the reactants [C:1]([N:8]1[CH2:13][CH2:12][CH2:11][CH:10]([C:14]([OH:16])=O)[CH2:9]1)([O:3][C:4]([CH3:7])([CH3:6])[CH3:5])=[O:2].Cl.[CH3:18][NH:19][O:20][CH3:21].CN(C(ON1N=NC2C=CC=NC1=2)=[N+](C)C)C.F[P-](F)(F)(F)(F)F.C(N(CC)CC)C, predict the reaction product. The product is: [CH3:21][O:20][N:19]([CH3:18])[C:14]([CH:10]1[CH2:11][CH2:12][CH2:13][N:8]([C:1]([O:3][C:4]([CH3:5])([CH3:6])[CH3:7])=[O:2])[CH2:9]1)=[O:16].